Dataset: NCI-60 drug combinations with 297,098 pairs across 59 cell lines. Task: Regression. Given two drug SMILES strings and cell line genomic features, predict the synergy score measuring deviation from expected non-interaction effect. (1) Drug 1: CN1CCC(CC1)COC2=C(C=C3C(=C2)N=CN=C3NC4=C(C=C(C=C4)Br)F)OC. Drug 2: C(CC(=O)O)C(=O)CN.Cl. Cell line: OVCAR-4. Synergy scores: CSS=12.0, Synergy_ZIP=-4.91, Synergy_Bliss=-3.42, Synergy_Loewe=-3.84, Synergy_HSA=-2.19. (2) Drug 1: C1=CC(=CC=C1C#N)C(C2=CC=C(C=C2)C#N)N3C=NC=N3. Drug 2: CC12CCC3C(C1CCC2OP(=O)(O)O)CCC4=C3C=CC(=C4)OC(=O)N(CCCl)CCCl.[Na+]. Cell line: SK-MEL-28. Synergy scores: CSS=23.2, Synergy_ZIP=-3.60, Synergy_Bliss=5.89, Synergy_Loewe=2.27, Synergy_HSA=2.08. (3) Drug 1: CC1=C2C(C(=O)C3(C(CC4C(C3C(C(C2(C)C)(CC1OC(=O)C(C(C5=CC=CC=C5)NC(=O)OC(C)(C)C)O)O)OC(=O)C6=CC=CC=C6)(CO4)OC(=O)C)OC)C)OC. Drug 2: C1CC(=O)NC(=O)C1N2CC3=C(C2=O)C=CC=C3N. Cell line: UACC62. Synergy scores: CSS=32.8, Synergy_ZIP=-0.308, Synergy_Bliss=0.320, Synergy_Loewe=-11.7, Synergy_HSA=1.49. (4) Drug 1: C1=NC2=C(N=C(N=C2N1C3C(C(C(O3)CO)O)F)Cl)N. Drug 2: CC=C1C(=O)NC(C(=O)OC2CC(=O)NC(C(=O)NC(CSSCCC=C2)C(=O)N1)C(C)C)C(C)C. Cell line: SR. Synergy scores: CSS=61.6, Synergy_ZIP=2.86, Synergy_Bliss=1.33, Synergy_Loewe=-46.8, Synergy_HSA=-3.46. (5) Drug 1: CCC1(CC2CC(C3=C(CCN(C2)C1)C4=CC=CC=C4N3)(C5=C(C=C6C(=C5)C78CCN9C7C(C=CC9)(C(C(C8N6C)(C(=O)OC)O)OC(=O)C)CC)OC)C(=O)OC)O.OS(=O)(=O)O. Drug 2: C(CCl)NC(=O)N(CCCl)N=O. Cell line: MDA-MB-435. Synergy scores: CSS=-2.30, Synergy_ZIP=0.124, Synergy_Bliss=0.109, Synergy_Loewe=-2.56, Synergy_HSA=-2.49. (6) Drug 1: CCC1=CC2CC(C3=C(CN(C2)C1)C4=CC=CC=C4N3)(C5=C(C=C6C(=C5)C78CCN9C7C(C=CC9)(C(C(C8N6C)(C(=O)OC)O)OC(=O)C)CC)OC)C(=O)OC.C(C(C(=O)O)O)(C(=O)O)O. Drug 2: C1=NNC2=C1C(=O)NC=N2. Cell line: SW-620. Synergy scores: CSS=54.2, Synergy_ZIP=0.485, Synergy_Bliss=0.696, Synergy_Loewe=-72.2, Synergy_HSA=-0.774. (7) Drug 1: C1=C(C(=O)NC(=O)N1)F. Drug 2: C1CCC(C(C1)N)N.C(=O)(C(=O)[O-])[O-].[Pt+4]. Cell line: RXF 393. Synergy scores: CSS=25.9, Synergy_ZIP=-12.0, Synergy_Bliss=-11.5, Synergy_Loewe=-9.07, Synergy_HSA=-8.09.